From a dataset of Reaction yield outcomes from USPTO patents with 853,638 reactions. Predict the reaction yield, written as a fraction of the theoretical maximum amount of product (1.0 means a 100% yield; for example, 0.34 means a 34% yield). (1) The reactants are [NH2:1][CH2:2][C@H:3]([OH:18])[CH2:4][N:5]1[CH2:10][CH2:9][N:8]([C:11]([O:13][C:14]([CH3:17])([CH3:16])[CH3:15])=[O:12])[CH2:7][CH2:6]1.C(=O)([O-])[O-].[K+].[K+].[CH2:25](Br)[C:26]1[CH:31]=[CH:30][CH:29]=[CH:28][CH:27]=1. The catalyst is C(O)C.O. The product is [CH2:25]([N:1]([CH2:25][C:26]1[CH:31]=[CH:30][CH:29]=[CH:28][CH:27]=1)[CH2:2][C@H:3]([OH:18])[CH2:4][N:5]1[CH2:10][CH2:9][N:8]([C:11]([O:13][C:14]([CH3:15])([CH3:17])[CH3:16])=[O:12])[CH2:7][CH2:6]1)[C:26]1[CH:31]=[CH:30][CH:29]=[CH:28][CH:27]=1. The yield is 0.430. (2) The reactants are [NH2:1][C:2]1[C:3]([C:9]([NH2:11])=[O:10])=[N:4][C:5](Cl)=[CH:6][CH:7]=1.[F:12][C:13]1[CH:18]=[CH:17][C:16](B(O)O)=[CH:15][CH:14]=1.C([O-])([O-])=O.[K+].[K+]. The catalyst is O1CCOCC1.O.[Pd].C1(P(C2C=CC=CC=2)C2C=CC=CC=2)C=CC=CC=1.C1(P(C2C=CC=CC=2)C2C=CC=CC=2)C=CC=CC=1.C1(P(C2C=CC=CC=2)C2C=CC=CC=2)C=CC=CC=1.C1(P(C2C=CC=CC=2)C2C=CC=CC=2)C=CC=CC=1. The product is [NH2:1][C:2]1[C:3]([C:9]([NH2:11])=[O:10])=[N:4][C:5]([C:16]2[CH:17]=[CH:18][C:13]([F:12])=[CH:14][CH:15]=2)=[CH:6][CH:7]=1. The yield is 0.850.